The task is: Predict the product of the given reaction.. This data is from Forward reaction prediction with 1.9M reactions from USPTO patents (1976-2016). (1) Given the reactants C(OC([N:8]1[C:16]2[C:11](=[CH:12][CH:13]=[C:14]([CH2:17][CH2:18][CH2:19][CH2:20][CH2:21][CH2:22][CH2:23][CH3:24])[CH:15]=2)[C:10]([CH2:25][C:26]([NH:31][C:32](=[O:34])[CH3:33])([CH2:29][OH:30])[CH2:27][OH:28])=[CH:9]1)=O)(C)(C)C.FC(F)(F)C(O)=O, predict the reaction product. The product is: [OH:28][CH2:27][C:26]([NH:31][C:32](=[O:34])[CH3:33])([CH2:29][OH:30])[CH2:25][C:10]1[C:11]2[C:16](=[CH:15][C:14]([CH2:17][CH2:18][CH2:19][CH2:20][CH2:21][CH2:22][CH2:23][CH3:24])=[CH:13][CH:12]=2)[NH:8][CH:9]=1. (2) Given the reactants [F:1][C:2]([F:12])([F:11])[O:3][C:4]1[CH:5]=[C:6]([SH:10])[CH:7]=[CH:8][CH:9]=1.[CH3:13][C:14]1([CH3:23])[O:18][C@@H:17]2[CH2:19][O:20][C:21](=[O:22])[C@@H:16]2[O:15]1.C(=O)([O-])[O-].[K+].[K+].CCOC(C)=O, predict the reaction product. The product is: [CH3:13][C:14]1([CH3:23])[O:15][C@@H:16]([C:21]([OH:22])=[O:20])[C@@H:17]([CH2:19][S:10][C:6]2[CH:7]=[CH:8][CH:9]=[C:4]([O:3][C:2]([F:1])([F:11])[F:12])[CH:5]=2)[O:18]1. (3) Given the reactants CC1(C)S[C@@H]2[C@H](N[C:11]([C@H:13](N)[C:14]3[CH:15]=[CH:16][CH:17]=[CH:18][CH:19]=3)=O)C(=O)N2[C@H]1C(O)=O.CC(S[C@@H]1O[C@H](CO)[C@H](O)[C@H](O)[C@H]1O)C.P([O-])([O-])([O-])=O.[K+].[K+].[K+].S([O-])([O-])(=O)=S.[Na+].[Na+].C(C(O)=O)CP(CCC(O)=O)CC[C:60]([OH:62])=[O:61].Cl.[Na+].[Cl-].C1C=CC(CS(F)(=O)=O)=CC=1.[Mg+2].[Cl-].[Cl-].N1C=CN=C1.CCC(COC(C(N(CC[NH+](C)C)C)=O)(C1C=CC=CC=1)C1C=CC=CC=1)CC.[Cl-], predict the reaction product. The product is: [C:60]([OH:62])(=[O:61])[CH:11]=[CH:13][C:14]1[CH:19]=[CH:18][CH:17]=[CH:16][CH:15]=1. (4) Given the reactants [OH:1][CH2:2][C:3]([NH:6][C:7]([C:9]1[C:17]2[C:12](=[N:13][CH:14]=[C:15]([N:18]3[C:26]4[C:21](=[CH:22][CH:23]=[CH:24][CH:25]=4)[C:20]([CH:27]4[CH2:32][CH2:31][N:30]([CH3:33])[CH2:29][CH2:28]4)=[N:19]3)[N:16]=2)[N:11](COCC[Si](C)(C)C)[CH:10]=1)=[O:8])([CH3:5])[CH3:4].FC(F)(F)C(O)=O, predict the reaction product. The product is: [OH:1][CH2:2][C:3]([NH:6][C:7]([C:9]1[C:17]2[C:12](=[N:13][CH:14]=[C:15]([N:18]3[C:26]4[C:21](=[CH:22][CH:23]=[CH:24][CH:25]=4)[C:20]([CH:27]4[CH2:32][CH2:31][N:30]([CH3:33])[CH2:29][CH2:28]4)=[N:19]3)[N:16]=2)[NH:11][CH:10]=1)=[O:8])([CH3:5])[CH3:4].